Predict the reactants needed to synthesize the given product. From a dataset of Full USPTO retrosynthesis dataset with 1.9M reactions from patents (1976-2016). (1) Given the product [Cl:1][C:2]1[CH:7]=[CH:6][C:5]([CH2:8][CH2:9][I:49])=[C:4]([C@H:11]([C:13]2[CH:17]=[C:16]([CH:18]3[O:22][CH2:21][CH2:20][O:19]3)[S:15][C:14]=2[CH3:23])[OH:12])[CH:3]=1, predict the reactants needed to synthesize it. The reactants are: [Cl:1][C:2]1[CH:7]=[CH:6][C:5]([CH2:8][CH2:9]O)=[C:4]([C@H:11]([C:13]2[CH:17]=[C:16]([CH:18]3[O:22][CH2:21][CH2:20][O:19]3)[S:15][C:14]=2[CH3:23])[OH:12])[CH:3]=1.N1C=CC=CC=1.C1C=CC(P(C2C=CC=CC=2)C2C=CC=CC=2)=CC=1.[I:49]I. (2) Given the product [CH3:1][O:2][C:3](=[O:21])[CH2:4][C:5]1[CH:10]=[CH:9][CH:8]=[C:7]([O:11][C:12]2[CH:17]=[CH:16][C:15]([Br:18])=[CH:14][C:13]=2[CH2:19][N:36]2[C@@H:35]([CH3:40])[C@@H:34]([C:26]3[CH:27]=[C:28]([C:30]([F:32])([F:33])[F:31])[CH:29]=[C:24]([C:23]([F:22])([F:41])[F:42])[CH:25]=3)[O:38][C:37]2=[O:39])[CH:6]=1, predict the reactants needed to synthesize it. The reactants are: [CH3:1][O:2][C:3](=[O:21])[CH2:4][C:5]1[CH:10]=[CH:9][CH:8]=[C:7]([O:11][C:12]2[CH:17]=[CH:16][C:15]([Br:18])=[CH:14][C:13]=2[CH2:19]Br)[CH:6]=1.[F:22][C:23]([F:42])([F:41])[C:24]1[CH:25]=[C:26]([C@H:34]2[O:38][C:37](=[O:39])[NH:36][C@H:35]2[CH3:40])[CH:27]=[C:28]([C:30]([F:33])([F:32])[F:31])[CH:29]=1. (3) Given the product [Br:29][C:30]1[CH:31]=[C:32]([CH:35]=[CH:36][CH:37]=1)[CH2:33][O:34][CH2:2][C:3]1[N:4]([C:20]2[CH:25]=[CH:24][C:23]([N+:26]([O-:28])=[O:27])=[CH:22][CH:21]=2)[CH:5]=[C:6]([C:8]2[C:9]([C:14]3[CH:19]=[CH:18][CH:17]=[CH:16][CH:15]=3)=[N:10][O:11][C:12]=2[CH3:13])[N:7]=1, predict the reactants needed to synthesize it. The reactants are: Cl[CH2:2][C:3]1[N:4]([C:20]2[CH:25]=[CH:24][C:23]([N+:26]([O-:28])=[O:27])=[CH:22][CH:21]=2)[CH:5]=[C:6]([C:8]2[C:9]([C:14]3[CH:19]=[CH:18][CH:17]=[CH:16][CH:15]=3)=[N:10][O:11][C:12]=2[CH3:13])[N:7]=1.[Br:29][C:30]1[CH:31]=[C:32]([CH:35]=[CH:36][CH:37]=1)[CH2:33][OH:34]. (4) Given the product [CH2:17]([O:16][C:4]1[CH:3]=[C:2]([C:24]2[CH:29]=[CH:28][CH:27]=[CH:26][N:25]=2)[CH:7]=[N:6][C:5]=1[NH:8][C:9]1[CH:14]=[CH:13][CH:12]=[C:11]([CH3:15])[N:10]=1)[CH3:18], predict the reactants needed to synthesize it. The reactants are: Br[C:2]1[CH:3]=[C:4]([O:16][CH2:17][CH3:18])[C:5]([NH:8][C:9]2[CH:14]=[CH:13][CH:12]=[C:11]([CH3:15])[N:10]=2)=[N:6][CH:7]=1.C([Sn](CCCC)(CCCC)[C:24]1[CH:29]=[CH:28][CH:27]=[CH:26][N:25]=1)CCC.